This data is from Peptide-MHC class I binding affinity with 185,985 pairs from IEDB/IMGT. The task is: Regression. Given a peptide amino acid sequence and an MHC pseudo amino acid sequence, predict their binding affinity value. This is MHC class I binding data. (1) The peptide sequence is NTFKFGVIY. The MHC is HLA-A25:01 with pseudo-sequence HLA-A25:01. The binding affinity (normalized) is 0.0847. (2) The peptide sequence is FDAAVMGGF. The MHC is HLA-B45:01 with pseudo-sequence HLA-B45:01. The binding affinity (normalized) is 0.